Dataset: Reaction yield outcomes from USPTO patents with 853,638 reactions. Task: Predict the reaction yield, written as a fraction of the theoretical maximum amount of product (1.0 means a 100% yield; for example, 0.34 means a 34% yield). (1) The reactants are [CH2:1]([C:4]1[C:5]([Cl:30])=[N:6][C:7]2[N:8]([N:27]=[CH:28][CH:29]=2)[C:9]=1[N:10]([C:18]1[CH:23]=[CH:22][C:21]([O:24][CH2:25][CH3:26])=[CH:20][CH:19]=1)[C:11](=[O:17])[O:12][C:13]([CH3:16])([CH3:15])[CH3:14])[CH:2]=[CH2:3].CSC.B.[OH-:35].[Na+].OO. The catalyst is O1CCCC1. The product is [Cl:30][C:5]1[C:4]([CH2:1][CH2:2][CH2:3][OH:35])=[C:9]([N:10]([C:18]2[CH:19]=[CH:20][C:21]([O:24][CH2:25][CH3:26])=[CH:22][CH:23]=2)[C:11](=[O:17])[O:12][C:13]([CH3:15])([CH3:14])[CH3:16])[N:8]2[N:27]=[CH:28][CH:29]=[C:7]2[N:6]=1. The yield is 0.650. (2) The reactants are [CH2:1]([S:4]([C:7]1[CH:15]=[CH:14][C:13]([NH:16][S:17]([C:20]2[S:21][CH:22]=[CH:23][CH:24]=2)(=[O:19])=[O:18])=[C:12]2[C:8]=1[CH:9]=[C:10]([C:25]([O:27]CC)=[O:26])[NH:11]2)(=[O:6])=[O:5])[CH2:2][CH3:3].CO.[OH-].[K+].C(O)(=O)CC(CC(O)=O)(C(O)=O)O. The catalyst is O1CCCC1. The product is [CH2:1]([S:4]([C:7]1[CH:15]=[CH:14][C:13]([NH:16][S:17]([C:20]2[S:21][CH:22]=[CH:23][CH:24]=2)(=[O:19])=[O:18])=[C:12]2[C:8]=1[CH:9]=[C:10]([C:25]([OH:27])=[O:26])[NH:11]2)(=[O:5])=[O:6])[CH2:2][CH3:3]. The yield is 0.930. (3) The reactants are [CH3:1][O:2][C:3]1[CH:4]=[C:5]2[C:9](=[CH:10][CH:11]=1)[NH:8][C:7]([C:12]([NH2:14])=O)=[CH:6]2.O=P(Cl)(Cl)Cl. The catalyst is C(Cl)Cl. The product is [CH3:1][O:2][C:3]1[CH:4]=[C:5]2[C:9](=[CH:10][CH:11]=1)[NH:8][C:7]([C:12]#[N:14])=[CH:6]2. The yield is 0.810.